This data is from Peptide-MHC class I binding affinity with 185,985 pairs from IEDB/IMGT. The task is: Regression. Given a peptide amino acid sequence and an MHC pseudo amino acid sequence, predict their binding affinity value. This is MHC class I binding data. (1) The binding affinity (normalized) is 0.706. The peptide sequence is CSAPPGQHM. The MHC is HLA-B15:03 with pseudo-sequence HLA-B15:03. (2) The peptide sequence is RRRKGWIPL. The MHC is HLA-B51:01 with pseudo-sequence HLA-B51:01. The binding affinity (normalized) is 0.213. (3) The binding affinity (normalized) is 0.0847. The peptide sequence is KRFNITVSK. The MHC is HLA-B15:01 with pseudo-sequence HLA-B15:01.